Dataset: TCR-epitope binding with 47,182 pairs between 192 epitopes and 23,139 TCRs. Task: Binary Classification. Given a T-cell receptor sequence (or CDR3 region) and an epitope sequence, predict whether binding occurs between them. (1) Result: 0 (the TCR does not bind to the epitope). The TCR CDR3 sequence is CASSGGSYGYTF. The epitope is RLRPGGKKR. (2) The TCR CDR3 sequence is CASSLDDLQGNTEAFF. Result: 0 (the TCR does not bind to the epitope). The epitope is QARQMVQAMRTIGTHP. (3) The TCR CDR3 sequence is CASSPSIGYNEQFF. The epitope is RLRPGGKKR. Result: 0 (the TCR does not bind to the epitope).